This data is from Forward reaction prediction with 1.9M reactions from USPTO patents (1976-2016). The task is: Predict the product of the given reaction. (1) The product is: [CH2:1]([O:3][C:4]([C:6]1[N:11]=[C:10]([C:26]#[N:28])[C:9]2[N:13]=[C:14]([C:16]3[CH:21]=[CH:20][CH:19]=[C:18]([O:22][CH3:23])[CH:17]=3)[S:15][C:8]=2[C:7]=1[OH:24])=[O:5])[CH3:2]. Given the reactants [CH2:1]([O:3][C:4]([C:6]1[N:11]=[C:10](Br)[C:9]2[N:13]=[C:14]([C:16]3[CH:21]=[CH:20][CH:19]=[C:18]([O:22][CH3:23])[CH:17]=3)[S:15][C:8]=2[C:7]=1[OH:24])=[O:5])[CH3:2].C[C:26]([N:28](C)C)=O, predict the reaction product. (2) Given the reactants [Cl:1][C:2]1[CH:10]=[C:9]2[C:5]([C:6]([C:12]3[N:13]=[C:14]4[C:20]([C:21](O)=[O:22])=[CH:19][NH:18][C:15]4=[N:16][CH:17]=3)=[N:7][N:8]2[CH3:11])=[CH:4][CH:3]=1.[C:24]1([C:30]([NH2:33])([CH3:32])[CH3:31])[CH:29]=[CH:28][CH:27]=[CH:26][CH:25]=1.CCN=C=NCCCN(C)C.CN(C(ON1N=NC2C=CC=NC1=2)=[N+](C)C)C.F[P-](F)(F)(F)(F)F.CCN(C(C)C)C(C)C, predict the reaction product. The product is: [Cl:1][C:2]1[CH:10]=[C:9]2[C:5]([C:6]([C:12]3[N:13]=[C:14]4[C:20]([C:21]([NH:33][C:30]([C:24]5[CH:29]=[CH:28][CH:27]=[CH:26][CH:25]=5)([CH3:32])[CH3:31])=[O:22])=[CH:19][NH:18][C:15]4=[N:16][CH:17]=3)=[N:7][N:8]2[CH3:11])=[CH:4][CH:3]=1. (3) Given the reactants [Cl:1][C:2]1[C:7]([O:8][CH3:9])=[CH:6][C:5]([O:10][CH3:11])=[CH:4][C:3]=1[C:12]1[C:23](=[O:24])[NH:22][C:15]2[N:16]=[C:17]([S:20][CH3:21])[N:18]=[CH:19][C:14]=2[CH:13]=1.CS(O[CH2:30][CH2:31][N:32]1[CH2:37][CH2:36][CH:35]([NH:38][C:39]([O:41][C:42]([CH3:45])([CH3:44])[CH3:43])=[O:40])[CH2:34][CH2:33]1)(=O)=O.C([O-])([O-])=O.[K+].[K+], predict the reaction product. The product is: [Cl:1][C:2]1[C:7]([O:8][CH3:9])=[CH:6][C:5]([O:10][CH3:11])=[CH:4][C:3]=1[C:12]1[C:23](=[O:24])[N:22]([CH2:30][CH2:31][N:32]2[CH2:37][CH2:36][CH:35]([NH:38][C:39](=[O:40])[O:41][C:42]([CH3:45])([CH3:44])[CH3:43])[CH2:34][CH2:33]2)[C:15]2[N:16]=[C:17]([S:20][CH3:21])[N:18]=[CH:19][C:14]=2[CH:13]=1. (4) Given the reactants [CH3:1][C@H:2]1[CH2:7][C@@H:6]([OH:8])[C@H:5]([CH:9]([CH3:11])[CH3:10])[CH2:4][CH2:3]1.C1(P(C2C=CC=CC=2)C2C=CC=CC=2)C=CC=CC=1.[N+:31]([C:34]1[CH:42]=[CH:41][C:37]([C:38]([OH:40])=[O:39])=[CH:36][CH:35]=1)([O-:33])=[O:32].COCCOC(N=NC(OCCOC)=O)=O, predict the reaction product. The product is: [N+:31]([C:34]1[CH:35]=[CH:36][C:37]([C:38]([O:40][C@@:6]2([OH:8])[CH2:7][C@H:2]([CH3:1])[CH2:3][CH2:4][C@H:5]2[CH:9]([CH3:11])[CH3:10])=[O:39])=[CH:41][CH:42]=1)([O-:33])=[O:32].[CH:2]1([CH3:1])[CH2:3][CH2:4][CH:5]([CH:9]([CH3:10])[CH3:11])[CH:6]([OH:8])[CH2:7]1.